Dataset: Reaction yield outcomes from USPTO patents with 853,638 reactions. Task: Predict the reaction yield, written as a fraction of the theoretical maximum amount of product (1.0 means a 100% yield; for example, 0.34 means a 34% yield). The reactants are [CH3:1][C:2]([CH3:7])([CH3:6])[C:3]([NH2:5])=[O:4].C(Cl)(=O)[C:9](Cl)=[O:10].[CH3:14][C:15]1[N:20]=[C:19]([NH2:21])[CH:18]=[CH:17][C:16]=1[O:22][C:23]1[CH:28]=[CH:27][N:26]=[C:25]([C:29]2[S:33][CH:32]=[N:31][CH:30]=2)[CH:24]=1.O. The catalyst is ClCCCl.C1COCC1. The product is [CH3:14][C:15]1[N:20]=[C:19]([NH:21][C:9]([NH:5][C:3](=[O:4])[C:2]([CH3:7])([CH3:6])[CH3:1])=[O:10])[CH:18]=[CH:17][C:16]=1[O:22][C:23]1[CH:28]=[CH:27][N:26]=[C:25]([C:29]2[S:33][CH:32]=[N:31][CH:30]=2)[CH:24]=1. The yield is 0.840.